Predict the product of the given reaction. From a dataset of Forward reaction prediction with 1.9M reactions from USPTO patents (1976-2016). (1) Given the reactants [Cl:1][C:2]1[CH:19]=[C:18]([N+:20]([O-])=O)[CH:17]=[CH:16][C:3]=1[C:4]([N:6]1[CH2:10][CH2:9][C@@H:8]([O:11][CH2:12][CH:13]([CH3:15])[CH3:14])[CH2:7]1)=[O:5].[Cl-].[Ca+2].[Cl-].C(O)C, predict the reaction product. The product is: [Cl:1][C:2]1[CH:19]=[C:18]([CH:17]=[CH:16][C:3]=1[C:4]([N:6]1[CH2:10][CH2:9][C@@H:8]([O:11][CH2:12][CH:13]([CH3:15])[CH3:14])[CH2:7]1)=[O:5])[NH2:20]. (2) Given the reactants [CH3:1][O:2][C:3]([C:5]1[C:6]([CH3:12])=[N+:7]([O-])[CH:8]=[CH:9][N:10]=1)=[O:4].COC(C1C(C)=NC=C[N+]=1[O-])=O.P(Cl)(Cl)([Cl:27])=O.CN(C=O)C, predict the reaction product. The product is: [Cl:27][C:8]1[N:7]=[C:6]([CH3:12])[C:5]([C:3]([O:2][CH3:1])=[O:4])=[N:10][CH:9]=1. (3) Given the reactants [N+:1]([C:4]1[CH:5]=[C:6]([NH2:13])[C:7]2[CH2:8][CH2:9][CH2:10][C:11]=2[CH:12]=1)([O-:3])=[O:2].NC1C=C(N[C:26]2[N:31]=[C:30]([NH:32][C:33]3[CH:42]=[CH:41][CH:40]=[CH:39][C:34]=3[C:35]([NH:37][CH3:38])=[O:36])[C:29]([Cl:43])=[CH:28][N:27]=2)C=C(C(F)(F)F)C=1.CC1C=CC(S(O)(=O)=O)=CC=1, predict the reaction product. The product is: [Cl:43][C:29]1[C:30]([NH:32][C:33]2[CH:42]=[CH:41][CH:40]=[CH:39][C:34]=2[C:35]([NH:37][CH3:38])=[O:36])=[N:31][C:26]([NH:13][C:6]2[CH:5]=[C:4]([N+:1]([O-:3])=[O:2])[CH:12]=[C:11]3[C:7]=2[CH2:8][CH2:9][CH2:10]3)=[N:27][CH:28]=1. (4) Given the reactants [CH2:1]([C@@H:8]1[NH:13][CH2:12][CH2:11][N:10]([CH2:14][C:15]2[CH:20]=[CH:19][C:18](Br)=[CH:17][CH:16]=2)[CH2:9]1)[C:2]1[CH:7]=[CH:6][CH:5]=[CH:4][CH:3]=1.[Cl:22][C:23]1[CH:24]=[CH:25][C:26]([CH3:32])=[C:27](B(O)O)[CH:28]=1.C(=O)([O-])[O-].[Na+].[Na+].C1(C)C=CC=CC=1, predict the reaction product. The product is: [CH2:1]([CH:8]1[NH:13][CH2:12][CH2:11][N:10]([CH2:14][C:15]2[CH:20]=[CH:19][C:18]([C:25]3[CH:24]=[C:23]([Cl:22])[CH:28]=[CH:27][C:26]=3[CH3:32])=[CH:17][CH:16]=2)[CH2:9]1)[C:2]1[CH:7]=[CH:6][CH:5]=[CH:4][CH:3]=1. (5) The product is: [CH3:42][C:38]1[N:37]=[C:36]([C:28]2[N:29]=[C:30]3[CH:35]=[CH:34][CH:33]=[CH:32][N:31]3[C:27]=2[C:25]2[CH:24]=[CH:23][N:22]=[C:21]([NH:16][C:13]3[NH:12][N:11]=[CH:15][CH:14]=3)[N:26]=2)[CH:41]=[CH:40][CH:39]=1. Given the reactants C[Si]([N-][Si](C)(C)C)(C)C.[K+].[N:11]1[NH:12][C:13]([NH2:16])=[CH:14][CH:15]=1.CS([C:21]1[N:26]=[C:25]([C:27]2[N:31]3[CH:32]=[CH:33][CH:34]=[CH:35][C:30]3=[N:29][C:28]=2[C:36]2[CH:41]=[CH:40][CH:39]=[C:38]([CH3:42])[N:37]=2)[CH:24]=[CH:23][N:22]=1)(=O)=O, predict the reaction product. (6) Given the reactants CO[CH:3]([N:6]([CH3:8])[CH3:7])OC.[C:9]([O:13][C:14]([N:16]1[CH2:21][CH2:20][C:19](=[O:22])[CH2:18][CH2:17]1)=[O:15])([CH3:12])([CH3:11])[CH3:10], predict the reaction product. The product is: [C:9]([O:13][C:14]([N:16]1[CH2:17][CH2:18][C:19](=[O:22])[C:20](=[CH:3][N:6]([CH3:8])[CH3:7])[CH2:21]1)=[O:15])([CH3:12])([CH3:10])[CH3:11]. (7) Given the reactants [CH3:1][O:2][C:3]1[CH:8]=[CH:7][CH:6]=[C:5]([O:9][CH3:10])[C:4]=1[CH:11]1[N:15]([CH2:16][C:17]2[CH:22]=[CH:21][C:20]([OH:23])=[CH:19][CH:18]=2)[C:14](=[O:24])[CH2:13][CH2:12]1.Br[C:26]1[S:27][CH:28]=[C:29]([CH3:31])[N:30]=1.C([O-])([O-])=O.[Cs+].[Cs+].CC(C)(C(=O)CC(=O)C(C)(C)C)C, predict the reaction product. The product is: [CH3:1][O:2][C:3]1[CH:8]=[CH:7][CH:6]=[C:5]([O:9][CH3:10])[C:4]=1[CH:11]1[N:15]([CH2:16][C:17]2[CH:18]=[CH:19][C:20]([O:23][C:26]3[S:27][CH:28]=[C:29]([CH3:31])[N:30]=3)=[CH:21][CH:22]=2)[C:14](=[O:24])[CH2:13][CH2:12]1.